This data is from Forward reaction prediction with 1.9M reactions from USPTO patents (1976-2016). The task is: Predict the product of the given reaction. (1) Given the reactants [O:1]([C:3]1[CH:4]=[C:5]2[C:9](=[CH:10][CH:11]=1)[C:8](=O)[CH2:7][CH2:6]2)[CH3:2].Br[CH:14]([CH3:19])[C:15]([O:17]C)=[O:16], predict the reaction product. The product is: [CH3:2][O:1][C:3]1[CH:4]=[C:5]2[C:9]([C:8]([CH:14]([CH3:19])[C:15]([OH:17])=[O:16])=[CH:7][CH2:6]2)=[CH:10][CH:11]=1. (2) Given the reactants C([O:5][C:6](=[O:49])/[CH:7]=[CH:8]/[C:9]1[C:14](=[O:15])[N:13]2[CH:16]=[CH:17][C:18]([C:20]([NH:22][C:23]3[S:24][CH:25]=[C:26]([C:28]([CH3:31])([CH3:30])[CH3:29])[N:27]=3)=[O:21])=[CH:19][C:12]2=[N:11][C:10]=1[N:32]1[CH2:37][CH2:36][N:35]([C:38](=[O:48])[CH2:39][CH2:40][CH2:41][CH2:42][O:43][S:44]([OH:47])(=[O:46])=[O:45])[CH2:34][CH2:33]1)(C)(C)C.FC(F)(F)C(O)=O, predict the reaction product. The product is: [C:28]([C:26]1[N:27]=[C:23]([NH:22][C:20]([C:18]2[CH:17]=[CH:16][N:13]3[C:14](=[O:15])[C:9](/[CH:8]=[CH:7]/[C:6]([OH:49])=[O:5])=[C:10]([N:32]4[CH2:33][CH2:34][N:35]([C:38](=[O:48])[CH2:39][CH2:40][CH2:41][CH2:42][O:43][S:44]([OH:47])(=[O:46])=[O:45])[CH2:36][CH2:37]4)[N:11]=[C:12]3[CH:19]=2)=[O:21])[S:24][CH:25]=1)([CH3:31])([CH3:29])[CH3:30]. (3) Given the reactants [C:1](=[O:22])(OC1C=CC([N+]([O-])=O)=CC=1)[O:2][CH2:3][CH2:4][N:5]1[CH2:10][CH2:9][N:8]([CH3:11])[CH2:7][CH2:6]1.[CH3:23]CN(C(C)C)C(C)C.C[CH:33]1[CH2:38][N:37]([C:39]2[CH:44]=[CH:43][CH:42]=[C:41]([CH3:45])[CH:40]=2)[CH2:36][CH2:35][NH:34]1, predict the reaction product. The product is: [CH3:23][CH:38]1[N:37]([C:39]2[CH:44]=[CH:43][CH:42]=[C:41]([CH3:45])[CH:40]=2)[CH2:36][CH2:35][N:34]([C:1]([O:2][CH2:3][CH2:4][N:5]2[CH2:6][CH2:7][N:8]([CH3:11])[CH2:9][CH2:10]2)=[O:22])[CH2:33]1.